Dataset: Catalyst prediction with 721,799 reactions and 888 catalyst types from USPTO. Task: Predict which catalyst facilitates the given reaction. (1) Reactant: C(OC([N:8]1[CH2:13][CH2:12][CH:11]([C:14]#[C:15][CH2:16][O:17][S:18]([CH3:21])(=[O:20])=[O:19])[CH2:10][CH2:9]1)=O)(C)(C)C.[C:22]([OH:28])([C:24]([F:27])([F:26])[F:25])=[O:23]. Product: [F:25][C:24]([F:27])([F:26])[C:22]([OH:28])=[O:23].[NH:8]1[CH2:9][CH2:10][CH:11]([C:14]#[C:15][CH2:16][O:17][S:18]([CH3:21])(=[O:20])=[O:19])[CH2:12][CH2:13]1. The catalyst class is: 2. (2) Reactant: [CH3:1][O:2][CH:3]([O:13][CH3:14])[C:4]1[NH:5][CH:6]=[C:7]([C:9]([F:12])([F:11])[F:10])[N:8]=1.F[C:16]1[CH:21]=[CH:20][C:19]([N+:22]([O-:24])=[O:23])=[CH:18][CH:17]=1.C([O-])([O-])=O.[K+].[K+]. Product: [CH3:14][O:13][CH:3]([O:2][CH3:1])[C:4]1[N:5]([C:16]2[CH:21]=[CH:20][C:19]([N+:22]([O-:24])=[O:23])=[CH:18][CH:17]=2)[CH:6]=[C:7]([C:9]([F:12])([F:11])[F:10])[N:8]=1. The catalyst class is: 18. (3) Reactant: CCC1C=CC(=O)[C:5]2=C[C:7]3[CH2:25][N:24]4[C:10](=[CH:11][C:12]5[C@@](O)(CC)C(=O)OC[C:13]=5[C:22]4=O)[C:8]=3[NH:9][C:4]=12.[CH2:30]([Cl:32])Cl.CN(C)C=[O:36].N1C=CC=CC=1. Product: [N:24]1([CH:25]2[CH2:5][CH2:4][N:9]([C:30]([Cl:32])=[O:36])[CH2:8][CH2:7]2)[CH2:22][CH2:13][CH2:12][CH2:11][CH2:10]1. The catalyst class is: 66.